From a dataset of Catalyst prediction with 721,799 reactions and 888 catalyst types from USPTO. Predict which catalyst facilitates the given reaction. (1) Reactant: [Br:1][C:2]1[CH:3]=[N:4][CH:5]=[CH:6][C:7]=1[CH:8]=[O:9].[OH-].[K+].[N+:12]([CH2:14][C:15]([N:17]1[CH2:21][CH2:20][CH2:19][CH2:18]1)=[O:16])#[C-:13]. Product: [Br:1][C:2]1[CH:3]=[N:4][CH:5]=[CH:6][C:7]=1[C@@H:8]1[O:9][CH:13]=[N:12][C@H:14]1[C:15]([N:17]1[CH2:21][CH2:20][CH2:19][CH2:18]1)=[O:16]. The catalyst class is: 5. (2) Reactant: [NH2:1][C:2]1[CH:7]=[CH:6][C:5]([CH2:8][CH2:9][C:10]2[C:14]3[C:15]([O:19][C@@H:20]4[O:37][C@H:36]([CH2:38][O:39][C:40](=[O:42])[CH3:41])[C@@H:31]([O:32][C:33](=[O:35])[CH3:34])[C@H:26]([O:27][C:28](=[O:30])[CH3:29])[C@H:21]4[O:22][C:23](=[O:25])[CH3:24])=[CH:16][CH:17]=[CH:18][C:13]=3[O:12][CH:11]=2)=[CH:4][CH:3]=1.C[Si]([N:47]=[C:48]=[O:49])(C)C.O.Cl. Product: [C:23]([O:22][C@@H:21]1[C@@H:26]([O:27][C:28](=[O:30])[CH3:29])[C@H:31]([O:32][C:33](=[O:35])[CH3:34])[C@@H:36]([CH2:38][O:39][C:40](=[O:42])[CH3:41])[O:37][C@H:20]1[O:19][C:15]1[C:14]2[C:10]([CH2:9][CH2:8][C:5]3[CH:4]=[CH:3][C:2]([NH:1][C:48]([NH2:47])=[O:49])=[CH:7][CH:6]=3)=[CH:11][O:12][C:13]=2[CH:18]=[CH:17][CH:16]=1)(=[O:25])[CH3:24]. The catalyst class is: 7. (3) Reactant: [Br:1][C:2]1[CH:7]=[CH:6][C:5]([O:8][CH3:9])=[CH:4][C:3]=1[F:10].C(NC(C)C)(C)C.[Li].CN(C)[CH:21]=[O:22].C(O)(=O)C. Product: [Br:1][C:2]1[C:3]([F:10])=[C:4]([C:5]([O:8][CH3:9])=[CH:6][CH:7]=1)[CH:21]=[O:22]. The catalyst class is: 30. (4) Reactant: [OH:1][CH2:2][CH2:3][N:4]([CH3:44])[C:5]([C:7]1[CH:12]=[CH:11][C:10]([NH:13][C:14]2[C:15](=[O:40])[N:16]([CH3:39])[CH:17]=[C:18]([C:20]3[C:21]([CH3:38])=[C:22]([NH:26][C:27]([C:29]4[S:33][C:32]5[CH2:34][CH2:35][CH2:36][CH2:37][C:31]=5[CH:30]=4)=[O:28])[CH:23]=[CH:24][CH:25]=3)[N:19]=2)=[CH:9][C:8]=1[N+:41]([O-])=O)=[O:6].[Cl-].[NH4+]. Product: [NH2:41][C:8]1[CH:9]=[C:10]([NH:13][C:14]2[C:15](=[O:40])[N:16]([CH3:39])[CH:17]=[C:18]([C:20]3[C:21]([CH3:38])=[C:22]([NH:26][C:27]([C:29]4[S:33][C:32]5[CH2:34][CH2:35][CH2:36][CH2:37][C:31]=5[CH:30]=4)=[O:28])[CH:23]=[CH:24][CH:25]=3)[N:19]=2)[CH:11]=[CH:12][C:7]=1[C:5](=[O:6])[N:4]([CH2:3][CH2:2][OH:1])[CH3:44]. The catalyst class is: 190.